Dataset: Forward reaction prediction with 1.9M reactions from USPTO patents (1976-2016). Task: Predict the product of the given reaction. (1) Given the reactants [Cl:1][C:2]1[CH:3]=[CH:4][C:5]([NH:8][C:9](=[O:25])[C:10]2[CH:15]=[C:14]([CH3:16])[CH:13]=[CH:12][C:11]=2[NH:17][CH2:18][CH:19]2[CH2:24][CH2:23][NH:22][CH2:21][CH2:20]2)=[N:6][CH:7]=1.[CH:26]1([C:29]([CH3:31])=O)[CH2:28][CH2:27]1.C([BH3-])#N.[Na+], predict the reaction product. The product is: [Cl:1][C:2]1[CH:3]=[CH:4][C:5]([NH:8][C:9](=[O:25])[C:10]2[CH:15]=[C:14]([CH3:16])[CH:13]=[CH:12][C:11]=2[NH:17][CH2:18][CH:19]2[CH2:24][CH2:23][N:22]([CH:29]([CH:26]3[CH2:28][CH2:27]3)[CH3:31])[CH2:21][CH2:20]2)=[N:6][CH:7]=1. (2) The product is: [Cl:1][C:2]1[CH:3]=[CH:4][C:5]([C@@H:8]2[C@:10]3([C:18]4[C:13](=[CH:14][CH:15]=[CH:16][CH:17]=4)[N:12]([CH2:19][CH:20]=[O:21])[C:11]3=[O:25])[CH2:9]2)=[CH:6][CH:7]=1. Given the reactants [Cl:1][C:2]1[CH:7]=[CH:6][C:5]([C@@H:8]2[C@:10]3([C:18]4[C:13](=[CH:14][CH:15]=[CH:16][CH:17]=4)[N:12]([CH2:19][CH:20](OC)[O:21]C)[C:11]3=[O:25])[CH2:9]2)=[CH:4][CH:3]=1.C(Cl)Cl.C(O)(C(F)(F)F)=O.C([O-])(O)=O.[Na+], predict the reaction product. (3) Given the reactants [CH3:1][O:2][C:3]([CH:5]([NH:13][C:14]([C:16]1[CH:21]=[CH:20][C:19](B(O)O)=[CH:18][CH:17]=1)=[O:15])[CH2:6][C:7]1[CH:12]=[CH:11][CH:10]=[CH:9][CH:8]=1)=[O:4].[CH2:25]([O:32][C:33]1[N:38]=[CH:37][C:36](Br)=[CH:35][N:34]=1)[C:26]1[CH:31]=[CH:30][CH:29]=[CH:28][CH:27]=1.C(=O)([O-])[O-].[Na+].[Na+], predict the reaction product. The product is: [CH3:1][O:2][C:3](=[O:4])[CH:5]([NH:13][C:14](=[O:15])[C:16]1[C:21]([C:36]2[CH:37]=[N:38][C:33]([O:32][CH2:25][C:26]3[CH:31]=[CH:30][CH:29]=[CH:28][CH:27]=3)=[N:34][CH:35]=2)=[CH:20][CH:19]=[CH:18][CH:17]=1)[CH2:6][C:7]1[CH:12]=[CH:11][CH:10]=[CH:9][CH:8]=1. (4) Given the reactants [NH2:1][C:2]1[C:3]2[N:4]([C:11]([CH3:15])=[C:12]([CH3:14])[N:13]=2)[CH:5]=[C:6]([C:8]([NH2:10])=[O:9])[CH:7]=1.[CH2:16]([C:18]1[CH:25]=[CH:24][CH:23]=[C:22]([CH3:26])[C:19]=1[CH2:20]Cl)[CH3:17].C(=O)([O-])[O-].[K+].[K+].[I-].[K+], predict the reaction product. The product is: [CH3:14][C:12]1[N:13]=[C:3]2[C:2]([NH:1][CH2:20][C:19]3[C:22]([CH3:26])=[CH:23][CH:24]=[CH:25][C:18]=3[CH2:16][CH3:17])=[CH:7][C:6]([C:8]([NH2:10])=[O:9])=[CH:5][N:4]2[C:11]=1[CH3:15]. (5) Given the reactants [F:1][C:2]1[C:7]([F:8])=[CH:6][CH:5]=[CH:4][C:3]=1[C@H:9]([NH2:11])[CH3:10].Br[CH2:13][C:14]1[CH:23]=[CH:22][C:17]([C:18]([O:20][CH3:21])=[O:19])=[CH:16][CH:15]=1.C([O-])([O-])=O.[K+].[K+], predict the reaction product. The product is: [F:1][C:2]1[C:7]([F:8])=[CH:6][CH:5]=[CH:4][C:3]=1[C@H:9]([NH:11][CH2:13][C:14]1[CH:23]=[CH:22][C:17]([C:18]([O:20][CH3:21])=[O:19])=[CH:16][CH:15]=1)[CH3:10]. (6) Given the reactants [CH3:1][Si](C)(C)[N-][Si](C)(C)C.[K+].[C:11]([SiH2:15][O:16][C:17]([CH3:36])([CH3:35])[C@@H:18]1[O:22][C:21](=[O:23])[N:20]([C:24]2[CH:33]=[CH:32][C:31]3[C:30](=O)[CH2:29][CH2:28][CH2:27][C:26]=3[CH:25]=2)[CH2:19]1)([CH3:14])([CH3:13])[CH3:12], predict the reaction product. The product is: [C:11]([SiH2:15][O:16][C:17]([CH3:36])([CH3:35])[C@@H:18]1[O:22][C:21](=[O:23])[N:20]([C:24]2[CH:33]=[CH:32][C:31]3[C:30](=[CH2:1])[CH2:29][CH2:28][CH2:27][C:26]=3[CH:25]=2)[CH2:19]1)([CH3:13])([CH3:12])[CH3:14]. (7) Given the reactants [CH3:1][N:2]1[C:11]2[C:6](=[CH:7][C:8]([OH:12])=[CH:9][CH:10]=2)[CH2:5][CH2:4][CH2:3]1.[H-].[Na+].[Cl:15][C:16]1[CH:21]=[CH:20][CH:19]=[CH:18][C:17]=1[N:22]=[C:23]=[O:24], predict the reaction product. The product is: [CH3:1][N:2]1[C:11]2[C:6](=[CH:7][C:8]([O:12][C:23](=[O:24])[NH:22][C:17]3[CH:18]=[CH:19][CH:20]=[CH:21][C:16]=3[Cl:15])=[CH:9][CH:10]=2)[CH2:5][CH2:4][CH2:3]1. (8) The product is: [OH:11][C@H:10]([C:12]1[C:13]([CH3:22])=[C:14]2[C:18](=[CH:19][CH:20]=1)[C:17](=[O:21])[O:16][CH2:15]2)[CH2:9][N:6]1[CH2:7][CH2:8][CH:3]([N:2]2[CH2:24][C:25]3[C:26](=[CH:31][CH:32]=[C:33]([N+:35]([O-:37])=[O:36])[CH:34]=3)[C:27]2=[O:28])[CH2:4][CH2:5]1. Given the reactants Cl.[NH2:2][CH:3]1[CH2:8][CH2:7][N:6]([CH2:9][C@@H:10]([C:12]2[C:13]([CH3:22])=[C:14]3[C:18](=[CH:19][CH:20]=2)[C:17](=[O:21])[O:16][CH2:15]3)[OH:11])[CH2:5][CH2:4]1.Br[CH2:24][C:25]1[CH:34]=[C:33]([N+:35]([O-:37])=[O:36])[CH:32]=[CH:31][C:26]=1[C:27](OC)=[O:28].C(N(CC)CC)C, predict the reaction product.